From a dataset of Catalyst prediction with 721,799 reactions and 888 catalyst types from USPTO. Predict which catalyst facilitates the given reaction. (1) Reactant: [F:1][C:2]1[CH:7]=[C:6]([I:8])[CH:5]=[CH:4][C:3]=1[N:9]1[C:14]2[N:15]([CH3:32])[C:16](=[O:31])[C:17]([CH3:30])=[C:18]([NH:19][C:20]3[CH:21]=[C:22]([CH:27]=[CH:28][CH:29]=3)[C:23]([O:25][CH3:26])=[O:24])[C:13]=2[C:12](=[O:33])[N:11]([CH2:34][C:35]2[CH:40]=[CH:39][C:38]([O:41][CH3:42])=[CH:37][CH:36]=2)[C:10]1=[O:43].C([O-])([O-])=O.[K+].[K+]. Product: [F:1][C:2]1[CH:7]=[C:6]([I:8])[CH:5]=[CH:4][C:3]=1[NH:9][C:14]1[N:15]([CH3:32])[C:16](=[O:31])[C:17]([CH3:30])=[C:18]2[C:13]=1[C:12](=[O:33])[N:11]([CH2:34][C:35]1[CH:36]=[CH:37][C:38]([O:41][CH3:42])=[CH:39][CH:40]=1)[C:10](=[O:43])[N:19]2[C:20]1[CH:21]=[C:22]([CH:27]=[CH:28][CH:29]=1)[C:23]([O:25][CH3:26])=[O:24]. The catalyst class is: 36. (2) Reactant: [H-].[Na+].[Cl:3][C:4]1[CH:9]=[CH:8][CH:7]=[CH:6][C:5]=1[S:10]([N:13]1[CH2:35][CH2:34][C:16]2([C:20](=[O:21])[N:19]([C:22]3[CH:33]=[CH:32][C:25]([C:26]([NH:28][CH:29]([CH3:31])[CH3:30])=[O:27])=[CH:24][CH:23]=3)[CH2:18][CH2:17]2)[CH2:15][CH2:14]1)(=[O:12])=[O:11].[CH3:36]I. Product: [Cl:3][C:4]1[CH:9]=[CH:8][CH:7]=[CH:6][C:5]=1[S:10]([N:13]1[CH2:35][CH2:34][C:16]2([C:20](=[O:21])[N:19]([C:22]3[CH:23]=[CH:24][C:25]([C:26]([N:28]([CH:29]([CH3:31])[CH3:30])[CH3:36])=[O:27])=[CH:32][CH:33]=3)[CH2:18][CH2:17]2)[CH2:15][CH2:14]1)(=[O:12])=[O:11]. The catalyst class is: 295. (3) Reactant: [H-].[Na+:2].[NH:3]1[CH:7]=[CH:6][C:5]([C:8]2[S:9][CH:10]=[CH:11][N:12]=2)=[N:4]1.C[O:14][C:15](=[O:19])[CH2:16][CH2:17]Br. Product: [S:9]1[CH:10]=[CH:11][N:12]=[C:8]1[C:5]1[CH:6]=[CH:7][N:3]([CH2:17][CH2:16][C:15]([O-:19])=[O:14])[N:4]=1.[Na+:2]. The catalyst class is: 3. (4) Reactant: C(OP([CH2:9][C:10]1[N:11]=[CH:12][N:13]([C:15]([C:28]2[CH:33]=[CH:32][CH:31]=[CH:30][CH:29]=2)([C:22]2[CH:27]=[CH:26][CH:25]=[CH:24][CH:23]=2)[C:16]2[CH:21]=[CH:20][CH:19]=[CH:18][CH:17]=2)[CH:14]=1)(=O)OCC)C.CC([O-])(C)C.[K+].[Cl:40][C:41]1[CH:48]=[CH:47][CH:46]=[CH:45][C:42]=1[CH:43]=O. Product: [Cl:40][C:41]1[CH:48]=[CH:47][CH:46]=[CH:45][C:42]=1[CH:43]=[CH:9][C:10]1[N:11]=[CH:12][N:13]([C:15]([C:22]2[CH:23]=[CH:24][CH:25]=[CH:26][CH:27]=2)([C:16]2[CH:21]=[CH:20][CH:19]=[CH:18][CH:17]=2)[C:28]2[CH:29]=[CH:30][CH:31]=[CH:32][CH:33]=2)[CH:14]=1. The catalyst class is: 1.